From a dataset of Forward reaction prediction with 1.9M reactions from USPTO patents (1976-2016). Predict the product of the given reaction. (1) Given the reactants [C:1]([O:5][C:6](=[O:35])[NH:7][CH2:8][C:9]1[CH:14]=[CH:13][C:12]([NH:15][C:16]([C@@H:18]2[CH2:24][CH2:23][C@@H:22]3[CH2:25][N:19]2[C:20](=[O:34])[N:21]3[O:26]CC2C=CC=CC=2)=[O:17])=[CH:11][CH:10]=1)([CH3:4])([CH3:3])[CH3:2], predict the reaction product. The product is: [C:1]([O:5][C:6](=[O:35])[NH:7][CH2:8][C:9]1[CH:10]=[CH:11][C:12]([NH:15][C:16]([C@@H:18]2[CH2:24][CH2:23][C@@H:22]3[CH2:25][N:19]2[C:20](=[O:34])[N:21]3[OH:26])=[O:17])=[CH:13][CH:14]=1)([CH3:4])([CH3:2])[CH3:3]. (2) Given the reactants [CH2:1]([N:8]([CH2:19][C:20]1[CH:33]=[CH:32][C:23]([O:24][C:25]2[CH:26]=[C:27]([OH:31])[CH:28]=[CH:29][CH:30]=2)=[CH:22][CH:21]=1)[C:9]1[CH:14]=[CH:13][CH:12]=[C:11]([N+:15]([O-:17])=[O:16])[C:10]=1[CH3:18])[C:2]1[CH:7]=[CH:6][CH:5]=[CH:4][CH:3]=1.O[CH2:35][CH2:36][CH2:37][N:38]1[C:42](=[O:43])[C:41]2=[CH:44][CH:45]=[CH:46][CH:47]=[C:40]2[C:39]1=[O:48], predict the reaction product. The product is: [CH2:1]([N:8]([CH2:19][C:20]1[CH:33]=[CH:32][C:23]([O:24][C:25]2[CH:26]=[C:27]([CH:28]=[CH:29][CH:30]=2)[O:31][CH2:35][CH2:36][CH2:37][N:38]2[C:42](=[O:43])[C:41]3[C:40](=[CH:47][CH:46]=[CH:45][CH:44]=3)[C:39]2=[O:48])=[CH:22][CH:21]=1)[C:9]1[CH:14]=[CH:13][CH:12]=[C:11]([N+:15]([O-:17])=[O:16])[C:10]=1[CH3:18])[C:2]1[CH:3]=[CH:4][CH:5]=[CH:6][CH:7]=1. (3) The product is: [Cl:1][C:2]1[CH:7]=[C:6]([F:8])[CH:5]=[CH:4][C:3]=1[C@H:9]1[C:14]([C:15]([O:17][CH3:40])=[O:16])=[C:13]([CH2:18][N:32]2[CH:29]3[CH2:30][CH2:31][CH:25]2[CH2:26][N:27]([C:33]([O:35][C:36]([CH3:39])([CH3:38])[CH3:37])=[O:34])[CH2:28]3)[NH:12][C:11]([C:20]2[S:21][CH:22]=[CH:23][N:24]=2)=[N:10]1. Given the reactants [Cl:1][C:2]1[CH:7]=[C:6]([F:8])[CH:5]=[CH:4][C:3]=1[C@H:9]1[C:14]([C:15]([O-:17])=[O:16])=[C:13]([CH2:18]Br)[NH:12][C:11]([C:20]2[S:21][CH:22]=[CH:23][N:24]=2)=[N:10]1.[CH:25]12[NH:32][CH:29]([CH2:30][CH2:31]1)[CH2:28][N:27]([C:33]([O:35][C:36]([CH3:39])([CH3:38])[CH3:37])=[O:34])[CH2:26]2.[C:40](=O)([O-])[O-].[K+].[K+], predict the reaction product. (4) Given the reactants Br[C:2]1[CH:7]=[CH:6][C:5]([C:8](=[O:12])[CH2:9][O:10][CH3:11])=[CH:4][CH:3]=1.[CH:13]1(B(O)O)[CH2:15][CH2:14]1.P([O-])([O-])([O-])=O.[K+].[K+].[K+], predict the reaction product. The product is: [CH:13]1([C:2]2[CH:7]=[CH:6][C:5]([C:8](=[O:12])[CH2:9][O:10][CH3:11])=[CH:4][CH:3]=2)[CH2:15][CH2:14]1. (5) Given the reactants C([O-])(=O)C.C([O:8][CH2:9][C@@H:10]1[C@@H:15]([O:16]C(=O)C)[C@H:14]([O:20]C(=O)C)[C@H:13]([F:24])[C@@H:12]([O:25][C:26]2[CH:35]=[C:34]3[C:29]([C:30]([CH3:37])=[CH:31][C:32](=[O:36])[O:33]3)=[CH:28][CH:27]=2)[O:11]1)(=O)C, predict the reaction product. The product is: [F:24][C@H:13]1[C@@H:14]([OH:20])[C@H:15]([OH:16])[C@@H:10]([CH2:9][OH:8])[O:11][C@@H:12]1[O:25][C:26]1[CH:35]=[C:34]2[C:29]([C:30]([CH3:37])=[CH:31][C:32](=[O:36])[O:33]2)=[CH:28][CH:27]=1. (6) Given the reactants [CH2:1]([O:3][C:4]([CH:6]1[C:14]([C:16](=[O:18])[CH3:17])(C)[C:13]2[C:8](=[CH:9][CH:10]=[C:11](B3OC(C)(C)C(C)(C)O3)[CH:12]=2)[N:7]1[C:28]1[CH:33]=[CH:32][C:31]([O:34][CH:35]([CH3:37])[CH3:36])=[CH:30][CH:29]=1)=[O:5])[CH3:2].Br[C:39]1[CH:44]=[CH:43][C:42]([C:45]([F:48])([F:47])[F:46])=[CH:41][N:40]=1, predict the reaction product. The product is: [CH2:1]([O:3][C:4]([C:6]1[N:7]([C:28]2[CH:33]=[CH:32][C:31]([O:34][CH:35]([CH3:37])[CH3:36])=[CH:30][CH:29]=2)[C:8]2[C:13]([C:14]=1[C:16](=[O:18])[CH3:17])=[CH:12][C:11]([C:39]1[CH:44]=[CH:43][C:42]([C:45]([F:48])([F:47])[F:46])=[CH:41][N:40]=1)=[CH:10][CH:9]=2)=[O:5])[CH3:2].